From a dataset of Peptide-MHC class II binding affinity with 134,281 pairs from IEDB. Regression. Given a peptide amino acid sequence and an MHC pseudo amino acid sequence, predict their binding affinity value. This is MHC class II binding data. (1) The peptide sequence is YGIAAENVIDVKLVD. The MHC is HLA-DPA10103-DPB10201 with pseudo-sequence HLA-DPA10103-DPB10201. The binding affinity (normalized) is 0.197. (2) The peptide sequence is AGWLFHVRGARRSGD. The MHC is DRB1_1301 with pseudo-sequence DRB1_1301. The binding affinity (normalized) is 0.936. (3) The peptide sequence is YDKFLANVSTVVTGK. The MHC is DRB3_0202 with pseudo-sequence DRB3_0202. The binding affinity (normalized) is 0.914. (4) The peptide sequence is VIPEWCCRSCTMPPV. The MHC is HLA-DQA10201-DQB10303 with pseudo-sequence HLA-DQA10201-DQB10303. The binding affinity (normalized) is 0.425. (5) The peptide sequence is AFKIGLHTEFQTVSF. The MHC is DRB1_0301 with pseudo-sequence DRB1_0301. The binding affinity (normalized) is 0.170. (6) The peptide sequence is KSPQAPLVLCNKNFF. The MHC is DRB1_0101 with pseudo-sequence DRB1_0101. The binding affinity (normalized) is 0.707. (7) The peptide sequence is DDVLAILPIEDLKAL. The MHC is DRB1_1201 with pseudo-sequence DRB1_1201. The binding affinity (normalized) is 0.522.